Predict the reactants needed to synthesize the given product. From a dataset of Full USPTO retrosynthesis dataset with 1.9M reactions from patents (1976-2016). (1) Given the product [F:13][CH:2]([F:1])[C@@H:3]1[N:4]([C:18]([O:20][CH2:21][C:22]2[CH:27]=[CH:26][CH:25]=[CH:24][CH:23]=2)=[O:19])[CH2:5][C@@H:6]([C:7]([O:9][CH3:10])=[O:8])[CH2:11][CH2:12]1, predict the reactants needed to synthesize it. The reactants are: [F:1][CH:2]([F:13])[C:3]1[CH:12]=[CH:11][C:6]([C:7]([O:9][CH3:10])=[O:8])=[CH:5][N:4]=1.[BH3-]C#N.[Na+].[C:18](Cl)([O:20][CH2:21][C:22]1[CH:27]=[CH:26][CH:25]=[CH:24][CH:23]=1)=[O:19]. (2) The reactants are: [CH3:1][O:2][C:3]1[CH:12]=[CH:11][C:6]2[CH:7]=[C:8]([CH3:10])[O:9][C:5]=2[CH:4]=1.[C:13](Cl)(=[O:17])C(Cl)=O.[Al+3].[Cl-].[Cl-].[Cl-].[CH3:23][NH2:24]. Given the product [CH3:23][NH:24][C:13]([C:7]1[C:6]2[CH:11]=[CH:12][C:3]([O:2][CH3:1])=[CH:4][C:5]=2[O:9][C:8]=1[CH3:10])=[O:17], predict the reactants needed to synthesize it. (3) Given the product [CH3:9][C:4]1[CH:5]=[C:6]([C:13]2[CH:14]=[C:15]([CH3:17])[CH:16]=[C:11]([CH3:10])[CH:12]=2)[N:7]=[C:2]([NH2:1])[N:3]=1, predict the reactants needed to synthesize it. The reactants are: [NH2:1][C:2]1[N:7]=[C:6](Cl)[CH:5]=[C:4]([CH3:9])[N:3]=1.[CH3:10][C:11]1[CH:12]=[C:13](B(O)O)[CH:14]=[C:15]([CH3:17])[CH:16]=1.